From a dataset of Reaction yield outcomes from USPTO patents with 853,638 reactions. Predict the reaction yield, written as a fraction of the theoretical maximum amount of product (1.0 means a 100% yield; for example, 0.34 means a 34% yield). (1) The reactants are [F:1][C:2]([F:16])([F:15])[C:3]([NH:5][C@H:6]([C:9]1[CH:14]=[CH:13][CH:12]=[CH:11][CH:10]=1)[CH2:7][OH:8])=[O:4].[Li][CH2:18][CH2:19][CH2:20]C.CN1C(=O)N(C)CCC1.C(Br)C=C. The catalyst is C1COCC1. The product is [CH2:20]([O:8][CH2:7][C@H:6]([NH:5][C:3](=[O:4])[C:2]([F:15])([F:16])[F:1])[C:9]1[CH:14]=[CH:13][CH:12]=[CH:11][CH:10]=1)[CH:19]=[CH2:18]. The yield is 0.730. (2) The reactants are Cl[CH2:2][C:3]1[C:4]([S:9][CH:10]2[CH2:14][CH2:13][CH2:12][CH2:11]2)=[N:5][CH:6]=[CH:7][CH:8]=1.C[O:16][C:17](=[O:29])[CH2:18][C@@H:19]1[C:23]2[CH:24]=[CH:25][C:26]([OH:28])=[CH:27][C:22]=2[O:21][CH2:20]1. No catalyst specified. The product is [CH:10]1([S:9][C:4]2[C:3]([CH2:2][O:28][C:26]3[CH:25]=[CH:24][C:23]4[C@@H:19]([CH2:18][C:17]([OH:29])=[O:16])[CH2:20][O:21][C:22]=4[CH:27]=3)=[CH:8][CH:7]=[CH:6][N:5]=2)[CH2:14][CH2:13][CH2:12][CH2:11]1. The yield is 0.890. (3) The reactants are F[C:2]1[CH:3]=[C:4]([CH:8]=[CH:9][N:10]=1)[C:5]([OH:7])=[O:6].[F:11][C:12]1[CH:18]=[CH:17][C:15]([NH2:16])=[CH:14][CH:13]=1.[H-].[Na+].C(O)(=O)C. The catalyst is CN(C=O)C. The product is [F:11][C:12]1[CH:18]=[CH:17][C:15]([NH:16][C:2]2[CH:3]=[C:4]([CH:8]=[CH:9][N:10]=2)[C:5]([OH:7])=[O:6])=[CH:14][CH:13]=1. The yield is 0.500. (4) The reactants are [C:1]1([CH:7]([OH:10])[CH2:8][OH:9])[CH:6]=[CH:5][CH:4]=[CH:3][CH:2]=1.[CH3:11][C:12]([Si:15](Cl)([CH3:17])[CH3:16])([CH3:14])[CH3:13].C(N(CC)CC)C. The catalyst is O1CCCC1.O. The product is [Si:15]([O:9][CH2:8][CH:7]([C:1]1[CH:6]=[CH:5][CH:4]=[CH:3][CH:2]=1)[OH:10])([C:12]([CH3:14])([CH3:13])[CH3:11])([CH3:17])[CH3:16]. The yield is 0.930. (5) The reactants are ClC(Cl)C(O)=O.N[C:8]1[N:9]([C:29]2[C:38]3[C:33](=[CH:34][CH:35]=[CH:36][CH:37]=3)[C:32]([CH:39]3[CH2:41][CH2:40]3)=[CH:31][CH:30]=2)[C:10]([S:13][CH2:14][C:15]([NH:17][C:18]2[CH:23]=[CH:22][C:21]([S:24](=[O:27])(=[O:26])[NH2:25])=[CH:20][C:19]=2[Cl:28])=[O:16])=[N:11][N:12]=1.N([O-])=O.[Na+].[Br:46]CBr. No catalyst specified. The product is [Br:46][C:8]1[N:9]([C:29]2[C:38]3[C:33](=[CH:34][CH:35]=[CH:36][CH:37]=3)[C:32]([CH:39]3[CH2:41][CH2:40]3)=[CH:31][CH:30]=2)[C:10]([S:13][CH2:14][C:15]([NH:17][C:18]2[CH:23]=[CH:22][C:21]([S:24](=[O:27])(=[O:26])[NH2:25])=[CH:20][C:19]=2[Cl:28])=[O:16])=[N:11][N:12]=1. The yield is 0.310. (6) The reactants are [CH2:1]([O:3][C:4]1[CH:9]=[CH:8][CH:7]=[CH:6][C:5]=1[C:10]1[CH:15]=[CH:14][CH:13]=[CH:12][C:11]=1[C:16]1[N:20]([C:21]2[CH:26]=[CH:25][CH:24]=[CH:23][C:22]=2[F:27])[N:19]=[N:18][N:17]=1)[CH3:2].Cl[CH2:29][CH:30]1CC1. No catalyst specified. The product is [CH:2]1([CH2:1][O:3][C:4]2[CH:9]=[CH:8][CH:7]=[CH:6][C:5]=2[C:10]2[CH:15]=[CH:14][CH:13]=[CH:12][C:11]=2[C:16]2[N:20]([C:21]3[CH:26]=[CH:25][CH:24]=[CH:23][C:22]=3[F:27])[N:19]=[N:18][N:17]=2)[CH2:30][CH2:29]1. The yield is 0.570. (7) The product is [CH3:24][O:25][C:26](=[O:32])[CH:27]([CH:29]1[CH2:31][CH2:30]1)[O:22][C:20]1[CH:19]=[CH:18][C:17]2[C:11]3[N:12]([CH2:13][CH2:14][O:15][C:16]=2[CH:21]=1)[CH:23]=[C:9]([C:8]1[N:4]([CH:1]([CH3:3])[CH3:2])[N:5]=[CH:6][N:7]=1)[N:10]=3. The yield is 0.250. The catalyst is O1CCOCC1. The reactants are [CH:1]([N:4]1[C:8]([C:9]2[N:10]=[C:11]3[C:17]4[CH:18]=[CH:19][C:20]([OH:22])=[CH:21][C:16]=4[O:15][CH2:14][CH2:13][N:12]3[CH:23]=2)=[N:7][CH:6]=[N:5]1)([CH3:3])[CH3:2].[CH3:24][O:25][C:26](=[O:32])[CH:27]([CH:29]1[CH2:31][CH2:30]1)O.CC(OC(/N=N/C(OC(C)C)=O)=O)C. (8) The reactants are [NH2:1][C:2]1[CH:6]=[C:5]([C:7]2[CH:12]=[CH:11][C:10]([O:13][C:14]([F:17])([F:16])[F:15])=[CH:9][CH:8]=2)[S:4][C:3]=1[C:18]([OH:20])=[O:19].[N:21]([C:24]1[C:29]([CH3:30])=[CH:28][C:27]([CH3:31])=[CH:26][C:25]=1[CH3:32])=[C:22]=[O:23].C(N(CC)CC)C.O. The catalyst is CN(C=O)C. The product is [F:16][C:14]([F:17])([F:15])[O:13][C:10]1[CH:9]=[CH:8][C:7]([C:5]2[S:4][C:3]([C:18]([OH:20])=[O:19])=[C:2]([NH:1][C:22]([NH:21][C:24]3[C:25]([CH3:32])=[CH:26][C:27]([CH3:31])=[CH:28][C:29]=3[CH3:30])=[O:23])[CH:6]=2)=[CH:12][CH:11]=1. The yield is 0.770. (9) The reactants are CO.[C:3]([O-])(=[S:5])[CH3:4].[K+].[C:8]([C:12]1[CH:17]=[CH:16][C:15]([CH:18](Br)[C:19]([O:21][CH3:22])=[O:20])=[CH:14][CH:13]=1)([CH3:11])([CH3:10])[CH3:9].CCCCCCC. The catalyst is O. The product is [C:3]([CH:18]([C:15]1[CH:16]=[CH:17][C:12]([C:8]([CH3:11])([CH3:10])[CH3:9])=[CH:13][CH:14]=1)[C:19]([O:21][CH3:22])=[O:20])(=[S:5])[CH3:4]. The yield is 0.833.